This data is from Peptide-MHC class II binding affinity with 134,281 pairs from IEDB. The task is: Regression. Given a peptide amino acid sequence and an MHC pseudo amino acid sequence, predict their binding affinity value. This is MHC class II binding data. (1) The peptide sequence is GPIVHDAIHRSAARS. The MHC is DRB4_0101 with pseudo-sequence DRB4_0103. The binding affinity (normalized) is 0.249. (2) The peptide sequence is AVNNGDLSCSYDHSK. The MHC is DRB1_0101 with pseudo-sequence DRB1_0101. The binding affinity (normalized) is 0.501.